Predict the reaction yield, written as a fraction of the theoretical maximum amount of product (1.0 means a 100% yield; for example, 0.34 means a 34% yield). From a dataset of Reaction yield outcomes from USPTO patents with 853,638 reactions. (1) The reactants are [CH3:1][O:2][C:3]1[CH:4]=[C:5]([CH:9]([C:13]2[CH:18]=[CH:17][CH:16]=[CH:15][CH:14]=2)[CH2:10][CH2:11]O)[CH:6]=[CH:7][CH:8]=1.C1(P(C2C=CC=CC=2)C2C=CC=CC=2)C=CC=CC=1.[Br:38]N1C(=O)CCC1=O. The catalyst is C(Cl)Cl. The product is [Br:38][CH2:11][CH2:10][CH:9]([C:5]1[CH:4]=[C:3]([O:2][CH3:1])[CH:8]=[CH:7][CH:6]=1)[C:13]1[CH:18]=[CH:17][CH:16]=[CH:15][CH:14]=1. The yield is 1.00. (2) The reactants are F[C:2]1[CH:17]=[C:16]([C:18]([F:21])([F:20])[F:19])[CH:15]=[CH:14][C:3]=1[C:4]([NH:6][C:7]1[CH:12]=[CH:11][NH:10][C:9](=[O:13])[CH:8]=1)=[O:5].C(=O)([O-])[O-].[K+].[K+].[F:28][C:29]1[CH:34]=[CH:33][C:32]([OH:35])=[C:31]([CH2:36][OH:37])[CH:30]=1. The catalyst is CN1CCCC1=O. The product is [F:28][C:29]1[CH:34]=[CH:33][C:32]([O:35][C:2]2[CH:17]=[C:16]([C:18]([F:21])([F:20])[F:19])[CH:15]=[CH:14][C:3]=2[C:4]([NH:6][C:7]2[CH:12]=[CH:11][NH:10][C:9](=[O:13])[CH:8]=2)=[O:5])=[C:31]([CH2:36][OH:37])[CH:30]=1. The yield is 0.0100. (3) The reactants are [CH2:1]1[C:4]2([CH2:8][CH:7]([C:9]([O:11][CH2:12][CH3:13])=[O:10])[NH:6][CH2:5]2)[CH2:3][N:2]1[C:14]([O:16][C:17]([CH3:20])([CH3:19])[CH3:18])=[O:15].CN(C(ON1N=NC2C=CC=NC1=2)=[N+](C)C)C.F[P-](F)(F)(F)(F)F.[CH3:45][O:46][C:47]([NH:49][C@H:50]([C:54](O)=[O:55])[CH:51]([CH3:53])[CH3:52])=[O:48].CCN(C(C)C)C(C)C. The catalyst is C(Cl)Cl. The product is [CH3:45][O:46][C:47]([NH:49][C@H:50]([C:54]([N:6]1[CH:7]([C:9]([O:11][CH2:12][CH3:13])=[O:10])[CH2:8][C:4]2([CH2:3][N:2]([C:14]([O:16][C:17]([CH3:19])([CH3:18])[CH3:20])=[O:15])[CH2:1]2)[CH2:5]1)=[O:55])[CH:51]([CH3:52])[CH3:53])=[O:48]. The yield is 0.510. (4) The reactants are [Cl-].O[NH3+:3].[C:4](=[O:7])([O-])[OH:5].[Na+].CS(C)=O.[CH2:13]([C:17]1[N:18]=[C:19]([CH3:50])[N:20]([C:39]2[CH:44]=[CH:43][CH:42]=[C:41]([O:45][CH2:46][CH2:47][O:48][CH3:49])[CH:40]=2)[C:21](=[O:38])[C:22]=1[CH2:23][C:24]1[CH:29]=[CH:28][C:27]([C:30]2[C:31]([C:36]#[N:37])=[CH:32][CH:33]=[CH:34][CH:35]=2)=[CH:26][CH:25]=1)[CH2:14][CH2:15][CH3:16]. The catalyst is O.C(OCC)(=O)C. The product is [CH2:13]([C:17]1[N:18]=[C:19]([CH3:50])[N:20]([C:39]2[CH:44]=[CH:43][CH:42]=[C:41]([O:45][CH2:46][CH2:47][O:48][CH3:49])[CH:40]=2)[C:21](=[O:38])[C:22]=1[CH2:23][C:24]1[CH:25]=[CH:26][C:27]([C:30]2[CH:35]=[CH:34][CH:33]=[CH:32][C:31]=2[C:36]2[NH:3][C:4](=[O:7])[O:5][N:37]=2)=[CH:28][CH:29]=1)[CH2:14][CH2:15][CH3:16]. The yield is 0.440. (5) The reactants are [Cl-].[Al+3].[Cl-].[Cl-].[Cl:5][CH2:6][C:7](Cl)=[O:8].[NH:10]1[C:18]2[C:13](=[CH:14][CH:15]=[CH:16][CH:17]=2)[CH2:12][C:11]1=[O:19]. The catalyst is C(=S)=S. The product is [Cl:5][CH2:6][C:7]([C:15]1[CH:14]=[C:13]2[C:18](=[CH:17][CH:16]=1)[NH:10][C:11](=[O:19])[CH2:12]2)=[O:8]. The yield is 0.970. (6) The reactants are [CH:1]1([C:4]([NH:6][C:7]2[N:8]=[C:9]3[CH:14]=[CH:13][C:12]([O:15][C:16]4[CH:17]=[CH:18][C:19]([CH3:32])=[C:20]([NH:22][C:23]([C:25]5[N:29]([CH3:30])[N:28]=[C:27]([CH3:31])[CH:26]=5)=[O:24])[CH:21]=4)=[N:11][N:10]3[CH:33]=2)=[O:5])[CH2:3][CH2:2]1.O.[C:35]1([S:41]([OH:44])(=[O:43])=[O:42])[CH:40]=[CH:39][CH:38]=[CH:37][CH:36]=1. The catalyst is C(O)C. The product is [C:35]1([S:41]([OH:44])(=[O:43])=[O:42])[CH:40]=[CH:39][CH:38]=[CH:37][CH:36]=1.[CH:1]1([C:4]([NH:6][C:7]2[N:8]=[C:9]3[CH:14]=[CH:13][C:12]([O:15][C:16]4[CH:17]=[CH:18][C:19]([CH3:32])=[C:20]([NH:22][C:23]([C:25]5[N:29]([CH3:30])[N:28]=[C:27]([CH3:31])[CH:26]=5)=[O:24])[CH:21]=4)=[N:11][N:10]3[CH:33]=2)=[O:5])[CH2:3][CH2:2]1. The yield is 0.750.